Predict the product of the given reaction. From a dataset of Forward reaction prediction with 1.9M reactions from USPTO patents (1976-2016). (1) Given the reactants C1(=O)C2C(=CC=CC=2)C[NH:2]1.Br[CH2:12][C:13]1[CH:20]=[C:19]([Cl:21])[CH:18]=[CH:17][C:14]=1[C:15]#[N:16].C([O-])([O-])=O.[Cs+].[Cs+].C1[O:45][CH2:44][CH2:43]OCCOCCOCCOCCOC1.[CH3:46][CH2:47][CH2:48][CH2:49][CH2:50][CH3:51], predict the reaction product. The product is: [Cl:21][C:19]1[CH:18]=[CH:17][C:14]([CH2:15][N:16]2[CH2:51][C:50]3[C:43](=[CH:46][CH:47]=[CH:48][CH:49]=3)[C:44]2=[O:45])=[C:13]([CH:20]=1)[C:12]#[N:2]. (2) Given the reactants [F:1][CH:2]([F:43])[O:3][C:4]1[CH:5]=[CH:6][C:7]([C:16]2[N:33](COCC[Si](C)(C)C)[C:19]3[CH:20]=[N:21][N:22]([CH2:25][O:26][CH2:27][CH2:28][Si:29]([CH3:32])([CH3:31])[CH3:30])[C:23](=[O:24])[C:18]=3[C:17]=2[CH3:42])=[C:8]2[C:13]=1[O:12][C:11]([CH3:15])([CH3:14])[CH:10]=[CH:9]2.C1(OC2C=C(C3N(COCC[Si](C)(C)C)C4C=NN(COCC[Si](C)(C)C)C(=O)C=4C=3C)C=CC=2OC(F)F)CC1, predict the reaction product. The product is: [F:43][CH:2]([F:1])[O:3][C:4]1[CH:5]=[CH:6][C:7]([C:16]2[NH:33][C:19]3[CH:20]=[N:21][N:22]([CH2:25][O:26][CH2:27][CH2:28][Si:29]([CH3:32])([CH3:31])[CH3:30])[C:23](=[O:24])[C:18]=3[C:17]=2[CH3:42])=[C:8]2[C:13]=1[O:12][C:11]([CH3:15])([CH3:14])[CH:10]=[CH:9]2. (3) Given the reactants [CH2:1]([O:3][C:4](=[O:26])[CH:5]([N+:23]([O-])=O)[CH2:6][C:7]1[C:15]2[C:10](=[CH:11][CH:12]=[C:13]([O:16][CH3:17])[CH:14]=2)[NH:9][C:8]=1[C:18]([O:20][CH2:21][CH3:22])=[O:19])[CH3:2].O1CCCC1.Cl, predict the reaction product. The product is: [CH2:21]([O:20][C:18]([C:8]1[NH:9][C:10]2[C:15](=[CH:14][C:13]([O:16][CH3:17])=[CH:12][CH:11]=2)[C:7]=1[CH2:6][C@@H:5]([C:4]([O:3][CH2:1][CH3:2])=[O:26])[NH2:23])=[O:19])[CH3:22]. (4) Given the reactants Br[CH2:2][C:3]1[CH:8]=[CH:7][N:6]=[C:5]([C:9]2[CH:14]=[C:13]([CH3:15])[CH:12]=[CH:11][N:10]=2)[CH:4]=1.[F:16][C:17]1[C:18](=[O:24])[NH:19][C:20](=[O:23])[NH:21][CH:22]=1, predict the reaction product. The product is: [F:16][C:17]1[C:18](=[O:24])[NH:19][C:20](=[O:23])[N:21]([CH2:2][C:3]2[CH:8]=[CH:7][N:6]=[C:5]([C:9]3[CH:14]=[C:13]([CH3:15])[CH:12]=[CH:11][N:10]=3)[CH:4]=2)[CH:22]=1. (5) Given the reactants [Mg].Br[C:3]1[CH:8]=[CH:7][C:6]([O:9][CH3:10])=[CH:5][CH:4]=1.[O:11]=[P:12](Cl)(Cl)Cl, predict the reaction product. The product is: [CH3:10][O:9][C:6]1[CH:7]=[CH:8][C:3]([P:12](=[O:11])([C:3]2[CH:8]=[CH:7][C:6]([O:9][CH3:10])=[CH:5][CH:4]=2)[C:3]2[CH:8]=[CH:7][C:6]([O:9][CH3:10])=[CH:5][CH:4]=2)=[CH:4][CH:5]=1. (6) Given the reactants [F:1][C:2]1[CH:3]=[CH:4][C:5](B(O)O)=[C:6]2[C:10]=1[C@H:9]([O:11][C:12]1[CH:25]=[CH:24][C:15]3[C@H:16]([CH2:19][C:20]([O:22][CH3:23])=[O:21])[CH2:17][O:18][C:14]=3[CH:13]=1)[CH2:8][CH2:7]2.[N:29]1([CH2:34][C:35]2[CH:40]=[CH:39][C:38]([OH:41])=[CH:37][CH:36]=2)[CH2:33][CH2:32][CH2:31][CH2:30]1, predict the reaction product. The product is: [CH3:23][O:22][C:20](=[O:21])[CH2:19][C@H:16]1[C:15]2[CH:24]=[CH:25][C:12]([O:11][C@H:9]3[C:10]4[C:6](=[C:5]([O:41][C:38]5[CH:37]=[CH:36][C:35]([CH2:34][N:29]6[CH2:33][CH2:32][CH2:31][CH2:30]6)=[CH:40][CH:39]=5)[CH:4]=[CH:3][C:2]=4[F:1])[CH2:7][CH2:8]3)=[CH:13][C:14]=2[O:18][CH2:17]1. (7) Given the reactants [NH2:1][C:2]1[C:3]2[N:4]([C:8]([CH:25]3[CH2:28][CH:27]([CH2:29][OH:30])[CH2:26]3)=[N:9][C:10]=2[C:11]2[CH:16]=[CH:15][CH:14]=[C:13]([O:17][CH2:18][C:19]3[CH:24]=[CH:23][CH:22]=[CH:21][CH:20]=3)[CH:12]=2)[CH:5]=[CH:6][N:7]=1.N1C=CC=CC=1.[O:37](S(C1C=CC(C)=CC=1)(=O)=O)[S:38]([C:41]1[CH:47]=[CH:46][C:44]([CH3:45])=[CH:43][CH:42]=1)(=O)=[O:39], predict the reaction product. The product is: [NH2:1][C:2]1[C:3]2[N:4]([C:8]([CH:25]3[CH2:28][CH:27]([CH2:29][O:30][S:38]([C:41]4[CH:47]=[CH:46][C:44]([CH3:45])=[CH:43][CH:42]=4)(=[O:39])=[O:37])[CH2:26]3)=[N:9][C:10]=2[C:11]2[CH:16]=[CH:15][CH:14]=[C:13]([O:17][CH2:18][C:19]3[CH:20]=[CH:21][CH:22]=[CH:23][CH:24]=3)[CH:12]=2)[CH:5]=[CH:6][N:7]=1. (8) Given the reactants [Cl:1][C:2]1[C:6]([CH3:7])=[C:5]([NH:8][C:9](=[O:17])[C:10]2[CH:15]=[CH:14][C:13]([F:16])=[CH:12][CH:11]=2)[S:4][C:3]=1[C:18]([OH:20])=O.[NH:21]1[CH2:26][CH2:25][O:24][CH2:23][CH2:22]1, predict the reaction product. The product is: [Cl:1][C:2]1[C:6]([CH3:7])=[C:5]([NH:8][C:9](=[O:17])[C:10]2[CH:11]=[CH:12][C:13]([F:16])=[CH:14][CH:15]=2)[S:4][C:3]=1[C:18]([N:21]1[CH2:26][CH2:25][O:24][CH2:23][CH2:22]1)=[O:20].